This data is from TCR-epitope binding with 47,182 pairs between 192 epitopes and 23,139 TCRs. The task is: Binary Classification. Given a T-cell receptor sequence (or CDR3 region) and an epitope sequence, predict whether binding occurs between them. (1) The epitope is VLWAHGFEL. The TCR CDR3 sequence is CASSLGGTLGEQYF. Result: 1 (the TCR binds to the epitope). (2) The epitope is IPIQASLPF. The TCR CDR3 sequence is CASSLVGPNEQFF. Result: 1 (the TCR binds to the epitope).